Dataset: Full USPTO retrosynthesis dataset with 1.9M reactions from patents (1976-2016). Task: Predict the reactants needed to synthesize the given product. Given the product [Cl:20][C:16]1[C:17]([Cl:19])=[CH:18][CH:13]=[CH:14][C:15]=1[N:21]1[CH2:26][CH2:25][N:24]([CH2:27][CH2:28][CH2:29][CH2:30][O:31][C:32]2[CH:37]=[C:36]3[C:35]([CH2:42][CH2:41][C:39](=[O:40])[N:38]3[C:50]([O:49][CH2:43][CH2:44][CH2:45][CH2:46][CH2:47][CH3:48])=[O:51])=[CH:34][CH:33]=2)[CH2:23][CH2:22]1, predict the reactants needed to synthesize it. The reactants are: C(NC(C)C)(C)C.[Li]CCCC.[CH:13]1[CH:14]=[C:15]([N:21]2[CH2:26][CH2:25][N:24]([CH2:27][CH2:28][CH2:29][CH2:30][O:31][C:32]3[CH:33]=[CH:34][C:35]4[CH2:42][CH2:41][C:39](=[O:40])[NH:38][C:36]=4[CH:37]=3)[CH2:23][CH2:22]2)[C:16]([Cl:20])=[C:17]([Cl:19])[CH:18]=1.[CH2:43]([O:49][C:50](Cl)=[O:51])[CH2:44][CH2:45][CH2:46][CH2:47][CH3:48].